From a dataset of Peptide-MHC class I binding affinity with 185,985 pairs from IEDB/IMGT. Regression. Given a peptide amino acid sequence and an MHC pseudo amino acid sequence, predict their binding affinity value. This is MHC class I binding data. The peptide sequence is FIVYGRSNA. The MHC is HLA-A02:02 with pseudo-sequence HLA-A02:02. The binding affinity (normalized) is 0.195.